From a dataset of NCI-60 drug combinations with 297,098 pairs across 59 cell lines. Regression. Given two drug SMILES strings and cell line genomic features, predict the synergy score measuring deviation from expected non-interaction effect. (1) Drug 1: CC1=C2C(C(=O)C3(C(CC4C(C3C(C(C2(C)C)(CC1OC(=O)C(C(C5=CC=CC=C5)NC(=O)C6=CC=CC=C6)O)O)OC(=O)C7=CC=CC=C7)(CO4)OC(=O)C)O)C)OC(=O)C. Drug 2: CC(C)(C1=NC(=CC=C1)N2C3=NC(=NC=C3C(=O)N2CC=C)NC4=CC=C(C=C4)N5CCN(CC5)C)O. Cell line: OVCAR3. Synergy scores: CSS=84.2, Synergy_ZIP=0.927, Synergy_Bliss=-0.852, Synergy_Loewe=0.286, Synergy_HSA=5.08. (2) Drug 1: C1CCC(C1)C(CC#N)N2C=C(C=N2)C3=C4C=CNC4=NC=N3. Drug 2: CN1CCC(CC1)COC2=C(C=C3C(=C2)N=CN=C3NC4=C(C=C(C=C4)Br)F)OC. Cell line: OVCAR3. Synergy scores: CSS=6.90, Synergy_ZIP=3.64, Synergy_Bliss=4.32, Synergy_Loewe=-12.8, Synergy_HSA=0.734.